This data is from Reaction yield outcomes from USPTO patents with 853,638 reactions. The task is: Predict the reaction yield, written as a fraction of the theoretical maximum amount of product (1.0 means a 100% yield; for example, 0.34 means a 34% yield). (1) The reactants are [NH2:1][C:2]1[C:10]([CH3:11])=[CH:9][CH:8]=[CH:7][C:3]=1[C:4](O)=[O:5].C1C=CC2N(O)N=[N:18]C=2C=1.CCN(C(C)C)C(C)C.N.CO. The catalyst is CN(C=O)C. The product is [NH2:1][C:2]1[C:10]([CH3:11])=[CH:9][CH:8]=[CH:7][C:3]=1[C:4]([NH2:18])=[O:5]. The yield is 0.630. (2) The reactants are [CH3:1][CH:2]([CH3:36])[C@H:3]([NH:10][C:11]([C:13]1[C:22]2[C:17](=[CH:18][CH:19]=[CH:20][CH:21]=2)[N:16]=[C:15]([C:23]2[CH:28]=[CH:27][CH:26]=[CH:25][CH:24]=2)[C:14]=1[CH2:29][N:30]1[CH2:35][CH2:34][NH:33][CH2:32][CH2:31]1)=[O:12])[C:4]1[CH:9]=[CH:8][CH:7]=[CH:6][CH:5]=1.[CH2:37]([O:39][C:40](=[O:49])[C:41]([C:43]1[CH:48]=[CH:47][CH:46]=[CH:45][CH:44]=1)=[CH2:42])[CH3:38]. No catalyst specified. The product is [CH2:37]([O:39][C:40](=[O:49])[CH:41]([C:43]1[CH:48]=[CH:47][CH:46]=[CH:45][CH:44]=1)[CH2:42][N:33]1[CH2:34][CH2:35][N:30]([CH2:29][C:14]2[C:15]([C:23]3[CH:24]=[CH:25][CH:26]=[CH:27][CH:28]=3)=[N:16][C:17]3[C:22]([C:13]=2[C:11](=[O:12])[NH:10][C@H:3]([C:4]2[CH:5]=[CH:6][CH:7]=[CH:8][CH:9]=2)[CH:2]([CH3:36])[CH3:1])=[CH:21][CH:20]=[CH:19][CH:18]=3)[CH2:31][CH2:32]1)[CH3:38]. The yield is 0.470. (3) The reactants are [C:1]([C:3]1[CH:32]=[CH:31][C:6]([O:7][CH2:8][C@@H:9]([OH:30])[CH2:10][N:11]2[CH2:18][CH:17]3[O:19][CH:13]([CH2:14][N:15]([CH2:20][CH2:21][NH:22]C(=O)OC(C)(C)C)[CH2:16]3)[CH2:12]2)=[CH:5][CH:4]=1)#[N:2].FC(F)(F)C(O)=O.C([O-])([O-])=O.[K+].[K+]. The catalyst is C(Cl)Cl. The product is [NH2:22][CH2:21][CH2:20][N:15]1[CH2:16][CH:17]2[O:19][CH:13]([CH2:12][N:11]([CH2:10][C@H:9]([OH:30])[CH2:8][O:7][C:6]3[CH:5]=[CH:4][C:3]([C:1]#[N:2])=[CH:32][CH:31]=3)[CH2:18]2)[CH2:14]1. The yield is 0.687. (4) The reactants are [N+:1]([C:4]1[CH:11]=[CH:10][C:7]([CH:8]=O)=[CH:6][CH:5]=1)([O-:3])=[O:2].[CH2:12]([O:14][C:15](=[O:36])[CH:16]=P(C1C=CC=CC=1)(C1C=CC=CC=1)C1C=CC=CC=1)[CH3:13]. The catalyst is C(Cl)Cl. The product is [CH2:12]([O:14][C:15](=[O:36])[CH:16]=[CH:8][C:7]1[CH:10]=[CH:11][C:4]([N+:1]([O-:3])=[O:2])=[CH:5][CH:6]=1)[CH3:13]. The yield is 0.746. (5) The reactants are [C:1]([C:4]1[CH:9]=[CH:8][N:7]2[C:10]([C:13]3[CH:14]=[CH:15][C:16]([F:27])=[C:17]([C:19]4[C:20]([C:25]#[N:26])=[CH:21][CH:22]=[CH:23][CH:24]=4)[CH:18]=3)=[CH:11][N:12]=[C:6]2[N:5]=1)(=O)[CH3:2].[Br-].[Br-].[Br-].[NH+]1C=CC=CC=1.[NH+]1C=CC=CC=1.[NH+]1C=CC=CC=1.[C:49]([NH2:52])(=[S:51])[CH3:50].C(OCC)C. The catalyst is C(Cl)(Cl)Cl. The product is [F:27][C:16]1[CH:15]=[CH:14][C:13]([C:10]2[N:7]3[CH:8]=[CH:9][C:4]([C:1]4[S:51][C:49]([CH3:50])=[N:52][CH:2]=4)=[N:5][C:6]3=[N:12][CH:11]=2)=[CH:18][C:17]=1[C:19]1[C:20]([C:25]#[N:26])=[CH:21][CH:22]=[CH:23][CH:24]=1. The yield is 0.110.